From a dataset of Catalyst prediction with 721,799 reactions and 888 catalyst types from USPTO. Predict which catalyst facilitates the given reaction. Reactant: C([O:8][CH2:9][C:10]1[NH:14][C:13](=[O:15])[N:12]([CH2:16][C:17]2[CH:22]=[CH:21][C:20]([CH3:23])=[CH:19][CH:18]=2)[N:11]=1)C1C=CC=CC=1. Product: [OH:8][CH2:9][C:10]1[NH:14][C:13](=[O:15])[N:12]([CH2:16][C:17]2[CH:22]=[CH:21][C:20]([CH3:23])=[CH:19][CH:18]=2)[N:11]=1. The catalyst class is: 63.